Dataset: Reaction yield outcomes from USPTO patents with 853,638 reactions. Task: Predict the reaction yield, written as a fraction of the theoretical maximum amount of product (1.0 means a 100% yield; for example, 0.34 means a 34% yield). (1) The reactants are [Si]([O:8][C:9]1[CH:14]=[CH:13][C:12]([C:15]2[CH:20]=[CH:19][CH:18]=[C:17]([CH:21]=[O:22])[CH:16]=2)=[CH:11][C:10]=1[C:23]([CH3:27])([CH3:26])[CH2:24][CH3:25])(C(C)(C)C)(C)C.[F-].C([N+](CCCC)(CCCC)CCCC)CCC. The catalyst is C1COCC1. The product is [CH3:27][C:23]([C:10]1[CH:11]=[C:12]([C:15]2[CH:20]=[CH:19][CH:18]=[C:17]([CH:21]=[O:22])[CH:16]=2)[CH:13]=[CH:14][C:9]=1[OH:8])([CH3:26])[CH2:24][CH3:25]. The yield is 0.840. (2) The reactants are [Li]CCCC.CCCCCC.Br[C:13]1[C:14]([Cl:21])=[N:15][CH:16]=[C:17]([O:19][CH3:20])[CH:18]=1.[B:22](OC(C)C)([O:27]C(C)C)[O:23]C(C)C.C1COCC1. No catalyst specified. The product is [Cl:21][C:14]1[C:13]([B:22]([OH:27])[OH:23])=[CH:18][C:17]([O:19][CH3:20])=[CH:16][N:15]=1. The yield is 0.710. (3) The reactants are [Cl:1][C:2]1[CH:26]=[CH:25][C:5]([CH2:6][N:7]2[C:15]3[C:10](=[C:11]([NH:17][C:18](=[O:24])[O:19][C:20]([CH3:23])([CH3:22])[CH3:21])[CH:12]=[C:13]([F:16])[CH:14]=3)[CH:9]=[CH:8]2)=[CH:4][CH:3]=1.[Li]CCCC.[C:32](=[O:34])=[O:33]. The catalyst is C1COCC1. The product is [C:20]([O:19][C:18]([NH:17][C:11]1[CH:12]=[C:13]([F:16])[CH:14]=[C:15]2[C:10]=1[CH:9]=[CH:8][N:7]2[CH:6]([C:5]1[CH:25]=[CH:26][C:2]([Cl:1])=[CH:3][CH:4]=1)[C:32]([OH:34])=[O:33])=[O:24])([CH3:22])([CH3:23])[CH3:21]. The yield is 0.890. (4) The reactants are [CH3:1][C:2]1[C:7]([CH3:8])=[C:6]([OH:9])[C:5]([CH3:10])=[CH:4][C:3]=1[S:11]C#N.[H-].[H-].[H-].[H-].[Li+].[Al+3]. The catalyst is CCOCC.O1CCCC1. The product is [CH3:1][C:2]1[C:7]([CH3:8])=[C:6]([OH:9])[C:5]([CH3:10])=[CH:4][C:3]=1[SH:11]. The yield is 0.900. (5) The reactants are [OH-].[K+].C[NH:4][C:5](=[NH:7])S.OS(O)(=O)=O.[CH3:13][C:14]1[CH:27]=[CH:26][C:17]([C:18]([CH2:20][C:21](OCC)=[O:22])=[O:19])=[CH:16][CH:15]=1. The catalyst is O. The product is [NH2:7][C:5]1[O:19][C:18]([C:17]2[CH:26]=[CH:27][C:14]([CH3:13])=[CH:15][CH:16]=2)=[CH:20][C:21](=[O:22])[N:4]=1. The yield is 0.0950. (6) The reactants are [Cl:1][C:2]1[CH:7]=[C:6]([CH3:8])[C:5]([N+:9]([O-:11])=[O:10])=[CH:4][C:3]=1[N+:12]([O-:14])=[O:13].C[C:16]([N:18]([CH3:20])[CH3:19])=O.O. The catalyst is CN(C=O)C. The product is [Cl:1][C:2]1[C:3]([N+:12]([O-:14])=[O:13])=[CH:4][C:5]([N+:9]([O-:11])=[O:10])=[C:6](/[CH:8]=[CH:16]/[N:18]([CH3:20])[CH3:19])[CH:7]=1. The yield is 0.720. (7) The reactants are C([O:8][N:9]1[C:15](=[O:16])[N:14]2[CH2:17][C@H:10]1[CH2:11][CH2:12][C@H:13]2[C:18]1[O:19][C:20]([CH3:23])=[N:21][N:22]=1)C1C=CC=CC=1. The catalyst is C1COCC1.[Pd]. The product is [OH:8][N:9]1[C:15](=[O:16])[N:14]2[CH2:17][C@H:10]1[CH2:11][CH2:12][C@H:13]2[C:18]1[O:19][C:20]([CH3:23])=[N:21][N:22]=1. The yield is 0.920. (8) The catalyst is O1CCOCC1.C1C=CC([P]([Pd]([P](C2C=CC=CC=2)(C2C=CC=CC=2)C2C=CC=CC=2)([P](C2C=CC=CC=2)(C2C=CC=CC=2)C2C=CC=CC=2)[P](C2C=CC=CC=2)(C2C=CC=CC=2)C2C=CC=CC=2)(C2C=CC=CC=2)C2C=CC=CC=2)=CC=1. The product is [Cl:1][C:2]1[C:3]([C:17]2[CH:18]=[CH:19][C:14]([F:13])=[CH:15][CH:16]=2)=[CH:4][C:5]([N+:9]([O-:11])=[O:10])=[C:6]([CH:8]=1)[NH2:7]. The reactants are [Cl:1][C:2]1[C:3](I)=[CH:4][C:5]([N+:9]([O-:11])=[O:10])=[C:6]([CH:8]=1)[NH2:7].[F:13][C:14]1[CH:19]=[CH:18][C:17](B(O)O)=[CH:16][CH:15]=1.O.[O-]P([O-])([O-])=O.[K+].[K+].[K+]. The yield is 0.910. (9) The reactants are C(OC([N:8]1[CH2:12][CH2:11][CH2:10][CH:9]1[C:13]1[NH:14][C:15]([C:18]2[CH:27]=[CH:26][C:25]3[C:20](=[CH:21][CH:22]=[C:23]([C:28]4[CH:33]=[CH:32][C:31]([C:34]5[NH:35][C:36]([CH:39]6[CH2:43][CH2:42][CH2:41][N:40]6[C:44](=[O:57])[CH:45]([NH:52][C:53]([O:55][CH3:56])=[O:54])[C:46]6[CH:51]=[CH:50][CH:49]=[CH:48][CH:47]=6)=[N:37][CH:38]=5)=[CH:30][CH:29]=4)[CH:24]=3)[CH:19]=2)=[CH:16][N:17]=1)=O)(C)(C)C.Cl.[CH3:59][O:60][C:61]([NH:63][CH:64]([CH2:68][CH:69]1[CH2:74][CH2:73][O:72][CH2:71][CH2:70]1)[C:65]([OH:67])=O)=[O:62].CN(C(ON1N=NC2C=CC=NC1=2)=[N+](C)C)C.F[P-](F)(F)(F)(F)F.CCN(C(C)C)C(C)C. The catalyst is C(Cl)Cl.CO. The product is [CH3:59][O:60][C:61](=[O:62])[NH:63][CH:64]([CH2:68][CH:69]1[CH2:74][CH2:73][O:72][CH2:71][CH2:70]1)[C:65]([N:8]1[CH2:12][CH2:11][CH2:10][CH:9]1[C:13]1[NH:14][C:15]([C:18]2[CH:27]=[CH:26][C:25]3[C:20](=[CH:21][CH:22]=[C:23]([C:28]4[CH:29]=[CH:30][C:31]([C:34]5[NH:35][C:36]([CH:39]6[CH2:43][CH2:42][CH2:41][N:40]6[C:44](=[O:57])[CH:45]([NH:52][C:53]([O:55][CH3:56])=[O:54])[C:46]6[CH:47]=[CH:48][CH:49]=[CH:50][CH:51]=6)=[N:37][CH:38]=5)=[CH:32][CH:33]=4)[CH:24]=3)[CH:19]=2)=[CH:16][N:17]=1)=[O:67]. The yield is 0.180. (10) The reactants are [NH4+:1].[Cl-].C[Al](C)C.[Cl:7][C:8]1[CH:13]=[CH:12][C:11]([C:14]2([CH2:19][C:20]#[N:21])[CH2:18][CH2:17][CH2:16][CH2:15]2)=[CH:10][CH:9]=1. The catalyst is C1(C)C=CC=CC=1. The product is [ClH:7].[C:11]1([C:14]2([CH2:19][C:20]([NH2:21])=[NH:1])[CH2:18][CH2:17][CH2:16][CH2:15]2)[CH:12]=[CH:13][CH:8]=[CH:9][CH:10]=1. The yield is 0.790.